Dataset: Full USPTO retrosynthesis dataset with 1.9M reactions from patents (1976-2016). Task: Predict the reactants needed to synthesize the given product. (1) The reactants are: O.[O:2]=[C:3]([CH2:5][N:6]([C:8](=[NH:10])[NH2:9])[CH3:7])[OH:4].[C:11]([OH:21])(=[O:20])[C:12]1[NH:19][C:17](=[O:18])[NH:16][C:14](=[O:15])[CH:13]=1. Given the product [C:11]([OH:21])(=[O:20])[C:12]1[NH:19][C:17](=[O:18])[NH:16][C:14](=[O:15])[CH:13]=1.[O:2]=[C:3]([CH2:5][N:6]([C:8](=[NH:9])[NH2:10])[CH3:7])[OH:4].[O:2]=[C:3]([CH2:5][N:6]([C:8](=[NH:9])[NH2:10])[CH3:7])[OH:4].[O:2]=[C:3]([CH2:5][N:6]([C:8](=[NH:9])[NH2:10])[CH3:7])[OH:4], predict the reactants needed to synthesize it. (2) Given the product [F:18][C:2]([F:1])([F:17])[C:3]1[CH:4]=[CH:5][C:6]([O:9][C:10]2[CH:11]=[CH:12][C:13]([O:16][C:32]([N:29]3[CH2:30][CH2:31][CH:26]([OH:25])[CH2:27][CH2:28]3)=[O:33])=[N:14][CH:15]=2)=[N:7][CH:8]=1, predict the reactants needed to synthesize it. The reactants are: [F:1][C:2]([F:18])([F:17])[C:3]1[CH:4]=[CH:5][C:6]([O:9][C:10]2[CH:11]=[CH:12][C:13]([OH:16])=[N:14][CH:15]=2)=[N:7][CH:8]=1.[I-].C([Si](C)(C)[O:25][CH:26]1[CH2:31][CH2:30][N:29]([C:32](N2C=C[N+](C)=C2)=[O:33])[CH2:28][CH2:27]1)(C)(C)C.C(N(CC)CC)C. (3) The reactants are: P(Cl)(Cl)([Cl:3])=O.[OH:6][C:7]1[N:11]([CH3:12])[N:10]=[C:9]([C:13]2[CH:18]=[CH:17][C:16]([O:19][CH:20]([CH3:22])[CH3:21])=[C:15]([CH3:23])[CH:14]=2)[CH:8]=1.[CH3:24][N:25]([CH3:28])[CH:26]=[O:27]. Given the product [Cl:3][C:7]1[N:11]([CH3:12])[N:10]=[C:9]([C:13]2[CH:18]=[CH:17][C:16]([O:19][CH:20]([CH3:22])[CH3:21])=[C:15]([CH3:23])[CH:14]=2)[C:8]=1[CH:26]=[O:27].[CH3:23][C:15]1[CH:14]=[C:13]([C:9]2[C:8]([CH:7]=[O:6])=[C:28]([Cl:3])[N:25]([CH3:24])[N:10]=2)[CH:18]=[CH:17][C:16]=1[OH:19], predict the reactants needed to synthesize it. (4) Given the product [CH3:12][O:11][C:9]([C:8]1[CH:13]=[CH:14][C:5]([CH2:4][C:3]([OH:15])=[O:2])=[CH:6][CH:7]=1)=[O:10], predict the reactants needed to synthesize it. The reactants are: C[O:2][C:3](=[O:15])[CH2:4][C:5]1[CH:14]=[CH:13][C:8]([C:9]([O:11][CH3:12])=[O:10])=[CH:7][CH:6]=1.[OH-].[Li+]. (5) Given the product [OH:5][CH:3]([CH3:4])[CH2:2][NH:1][C:6](=[O:13])[C:7]1[CH:12]=[CH:11][N:10]=[CH:9][CH:8]=1, predict the reactants needed to synthesize it. The reactants are: [NH2:1][CH2:2][CH:3]([OH:5])[CH3:4].[C:6](Cl)(=[O:13])[C:7]1[CH:12]=[CH:11][N:10]=[CH:9][CH:8]=1.C(N(CC)CC)C.